Task: Predict which catalyst facilitates the given reaction.. Dataset: Catalyst prediction with 721,799 reactions and 888 catalyst types from USPTO (1) Reactant: [NH2:1][CH:2]1[CH2:7][CH2:6][N:5]([CH2:8][C@H:9]2[C:13]3=[C:14]([F:22])[CH:15]=[N:16][C:17]4[CH:18]=[CH:19][C:20](=[O:21])[N:11]([C:12]=43)[CH2:10]2)[CH2:4][CH2:3]1.C(OC(=O)NC1CCNCC1O)(C)(C)C.[O:38]=[C:39]1[CH2:44][S:43][C:42]2[N:45]=[CH:46][C:47]([CH:49]=O)=[CH:48][C:41]=2[NH:40]1.C([BH3-])#N.[Na+].C(Cl)(Cl)[Cl:56]. Product: [ClH:56].[F:22][C:14]1[CH:15]=[N:16][C:17]2[CH:18]=[CH:19][C:20](=[O:21])[N:11]3[CH2:10][C@@H:9]([CH2:8][N:5]4[CH2:6][CH2:7][CH:2]([NH:1][CH2:49][C:47]5[CH:46]=[N:45][C:42]6[S:43][CH2:44][C:39](=[O:38])[NH:40][C:41]=6[CH:48]=5)[CH2:3][CH2:4]4)[C:13]=1[C:12]=23. The catalyst class is: 5. (2) Product: [Br:8][C:9]1[CH:18]=[CH:17][CH:16]=[C:15]2[C:10]=1[CH2:11][C@H:12]([CH2:26][OH:27])[NH:13][CH2:14]2. Reactant: FC(F)(F)C(O)=O.[Br:8][C:9]1[CH:18]=[CH:17][CH:16]=[C:15]2[C:10]=1[CH2:11][C@H:12]([CH2:26][OH:27])[N:13](C(OC(C)(C)C)=O)[CH2:14]2. The catalyst class is: 4. (3) Reactant: [Cl:1][C:2]1[CH:3]=[C:4](/[C:12](=[N:16]\[O:17][CH:18]2[CH2:23][CH2:22][CH2:21][CH2:20][CH2:19]2)/[C:13](O)=[O:14])[CH:5]=[CH:6][C:7]=1[S:8]([CH3:11])(=[O:10])=[O:9].C(N(CC)C(C)C)(C)C.[NH2:33][C:34]1[S:35][C:36]([C:39]([NH2:41])=[O:40])=[CH:37][N:38]=1.CN(C)C=O. Product: [Cl:1][C:2]1[CH:3]=[C:4](/[C:12](=[N:16]\[O:17][CH:18]2[CH2:19][CH2:20][CH2:21][CH2:22][CH2:23]2)/[C:13]([NH:33][C:34]2[S:35][C:36]([C:39]([NH2:41])=[O:40])=[CH:37][N:38]=2)=[O:14])[CH:5]=[CH:6][C:7]=1[S:8]([CH3:11])(=[O:9])=[O:10]. The catalyst class is: 2. (4) Reactant: C1(P(C2C=CC=CC=2)C2C=CC=CC=2)C=CC=CC=1.BrN1C(=O)CCC1=O.[CH:28]1([CH2:33][CH:34]([C:38]2[CH:43]=[CH:42][C:41]([C:44]3[CH:49]=[CH:48][N:47]=[CH:46][CH:45]=3)=[CH:40][CH:39]=2)[C:35]([OH:37])=O)[CH2:32][CH2:31][CH2:30][CH2:29]1.[NH2:50][C:51]1[CH:56]=[CH:55][CH:54]=[CH:53][N:52]=1. Product: [CH:28]1([CH2:33][CH:34]([C:38]2[CH:43]=[CH:42][C:41]([C:44]3[CH:45]=[CH:46][N:47]=[CH:48][CH:49]=3)=[CH:40][CH:39]=2)[C:35]([NH:50][C:51]2[CH:56]=[CH:55][CH:54]=[CH:53][N:52]=2)=[O:37])[CH2:32][CH2:31][CH2:30][CH2:29]1. The catalyst class is: 2. (5) Reactant: [Cl:1][C:2]1[CH:3]=[C:4]([CH:7]=[CH:8][CH:9]=1)[CH:5]=O.CC1C=CC(S([O-])(=O)=O)=CC=1.C1C=C[NH+]=CC=1.[CH3:27][C:28]([S@@:31]([NH2:33])=[O:32])([CH3:30])[CH3:29].[O-]S([O-])(=O)=O.[Mg+2]. Product: [Cl:1][C:2]1[CH:3]=[C:4]([CH:7]=[CH:8][CH:9]=1)/[CH:5]=[N:33]/[S@:31]([C:28]([CH3:30])([CH3:29])[CH3:27])=[O:32]. The catalyst class is: 2. (6) Reactant: [Br:1][C:2]1[CH:18]=[CH:17][C:5]2[C:6]([C:9]3[CH:16]=[CH:15][CH:14]=[CH:13][C:10]=3[CH:11]=O)=[N:7][O:8][C:4]=2[CH:3]=1.[F:19][C:20]1[CH:25]=[CH:24][C:23]([CH:26]([C:28]2[CH:33]=[CH:32][C:31]([F:34])=[CH:30][CH:29]=2)[NH2:27])=[CH:22][CH:21]=1.S([O-])([O-])(=O)=O.[Mg+2]. Product: [Br:1][C:2]1[CH:18]=[CH:17][C:5]2[C:6]([C:9]3[CH:16]=[CH:15][CH:14]=[CH:13][C:10]=3/[CH:11]=[N:27]/[CH:26]([C:23]3[CH:24]=[CH:25][C:20]([F:19])=[CH:21][CH:22]=3)[C:28]3[CH:29]=[CH:30][C:31]([F:34])=[CH:32][CH:33]=3)=[N:7][O:8][C:4]=2[CH:3]=1. The catalyst class is: 4. (7) Product: [Cl:1][C:2]1[CH:3]=[C:4]([C:12]2[O:16][N:15]=[C:14]([C:17]3[CH:18]=[CH:19][CH:20]=[C:21]4[C:25]=3[N:24]([CH3:26])[CH:23]=[C:22]4/[CH:27]=[CH:28]/[C:29]([OH:31])=[O:30])[N:13]=2)[CH:5]=[CH:6][C:7]=1[O:8][CH:9]([CH3:10])[CH3:11]. The catalyst class is: 1. Reactant: [Cl:1][C:2]1[CH:3]=[C:4]([C:12]2[O:16][N:15]=[C:14]([C:17]3[CH:18]=[CH:19][CH:20]=[C:21]4[C:25]=3[N:24]([CH3:26])[CH:23]=[C:22]4/[CH:27]=[CH:28]/[C:29]([O:31]CC)=[O:30])[N:13]=2)[CH:5]=[CH:6][C:7]=1[O:8][CH:9]([CH3:11])[CH3:10].[OH-].[Na+].Cl.